From a dataset of Full USPTO retrosynthesis dataset with 1.9M reactions from patents (1976-2016). Predict the reactants needed to synthesize the given product. (1) Given the product [O:12]=[C:10]1[C:9]2[CH2:8][CH2:7][CH2:6][CH2:5][C:4]=2[N:3]=[C:2]([S:1][CH2:20][CH2:21][C:22]([O:24][C:25]([CH3:28])([CH3:27])[CH3:26])=[O:23])[NH:11]1, predict the reactants needed to synthesize it. The reactants are: [SH:1][C:2]1[N:11]=[C:10]([OH:12])[C:9]2[CH2:8][CH2:7][CH2:6][CH2:5][C:4]=2[N:3]=1.C(=O)([O-])[O-].[K+].[K+].Br[CH2:20][CH2:21][C:22]([O:24][C:25]([CH3:28])([CH3:27])[CH3:26])=[O:23]. (2) Given the product [CH3:30][O:29][C:27](=[O:28])[CH2:26][C:22]1[CH:21]=[C:20]([CH:25]=[CH:24][CH:23]=1)[O:19][CH2:18][CH2:17][N:16]([CH3:15])[CH:2]1[CH2:7][CH2:6][N:5]([C:8]([O:10][C:11]([CH3:14])([CH3:13])[CH3:12])=[O:9])[CH2:4][CH2:3]1, predict the reactants needed to synthesize it. The reactants are: O=[C:2]1[CH2:7][CH2:6][N:5]([C:8]([O:10][C:11]([CH3:14])([CH3:13])[CH3:12])=[O:9])[CH2:4][CH2:3]1.[CH3:15][NH:16][CH2:17][CH2:18][O:19][C:20]1[CH:21]=[C:22]([CH2:26][C:27]([O:29][CH3:30])=[O:28])[CH:23]=[CH:24][CH:25]=1.C(O[BH-](OC(=O)C)OC(=O)C)(=O)C.[Na+].C(=O)([O-])O.[Na+]. (3) Given the product [C:3]([CH2:4][O:5][C:6]1[CH:7]=[CH:8][C:9]([N:12]([CH2:34][C:35]2[CH:40]=[C:39]([C:41]#[N:42])[CH:38]=[CH:37][C:36]=2[F:43])[CH:13]2[CH2:18][CH2:17][N:16]([C@H:19]([CH3:33])[CH2:20][CH2:21][NH:22][C:23]([C:25]3[C:30]([CH3:31])=[N:29][CH:28]=[N:27][C:26]=3[CH3:32])=[O:24])[CH2:15][CH2:14]2)=[CH:10][CH:11]=1)(=[O:44])[NH2:45], predict the reactants needed to synthesize it. The reactants are: CO[C:3](=[O:44])[CH2:4][O:5][C:6]1[CH:11]=[CH:10][C:9]([N:12]([CH2:34][C:35]2[CH:40]=[C:39]([C:41]#[N:42])[CH:38]=[CH:37][C:36]=2[F:43])[CH:13]2[CH2:18][CH2:17][N:16]([C@H:19]([CH3:33])[CH2:20][CH2:21][NH:22][C:23]([C:25]3[C:26]([CH3:32])=[N:27][CH:28]=[N:29][C:30]=3[CH3:31])=[O:24])[CH2:15][CH2:14]2)=[CH:8][CH:7]=1.[NH3:45]. (4) The reactants are: [O:1]1[C@H:10]2[C:5](=[CH:6][CH2:7][CH2:8][C@H:9]2[CH2:11][OH:12])[CH2:4][CH2:3][CH2:2]1.CN(C=O)C.N1C=CN=C1.[C:23]([Si:27](Cl)([C:34]1[CH:39]=[CH:38][CH:37]=[CH:36][CH:35]=1)[C:28]1[CH:33]=[CH:32][CH:31]=[CH:30][CH:29]=1)([CH3:26])([CH3:25])[CH3:24]. Given the product [C:23]([Si:27]([O:12][CH2:11][C@H:9]1[C@@H:10]2[C:5]([CH2:4][CH2:3][CH2:2][O:1]2)=[CH:6][CH2:7][CH2:8]1)([C:34]1[CH:39]=[CH:38][CH:37]=[CH:36][CH:35]=1)[C:28]1[CH:29]=[CH:30][CH:31]=[CH:32][CH:33]=1)([CH3:26])([CH3:24])[CH3:25], predict the reactants needed to synthesize it. (5) Given the product [CH2:1]([O:3][C:4]([CH:5]1[CH:10]([CH3:11])[CH2:9][CH2:8][NH:7][CH2:6]1)=[O:12])[CH3:2], predict the reactants needed to synthesize it. The reactants are: [CH2:1]([O:3][C:4](=[O:12])[C:5]1[C:10]([CH3:11])=[CH:9][CH:8]=[N:7][CH:6]=1)[CH3:2].C(O)(=O)[C@@H]([C@H](C(O)=O)O)O. (6) Given the product [Br:1][C:2]1[CH:7]=[CH:6][C:5]([C:8](=[N:18][S@@:16]([C:13]([CH3:15])([CH3:14])[CH3:12])=[O:17])[CH3:9])=[C:4]([CH3:11])[CH:3]=1, predict the reactants needed to synthesize it. The reactants are: [Br:1][C:2]1[CH:7]=[CH:6][C:5]([C:8](=O)[CH3:9])=[C:4]([CH3:11])[CH:3]=1.[CH3:12][C:13]([S@:16]([NH2:18])=[O:17])([CH3:15])[CH3:14].